Dataset: Full USPTO retrosynthesis dataset with 1.9M reactions from patents (1976-2016). Task: Predict the reactants needed to synthesize the given product. Given the product [CH:11]([CH:6]([C:7]([OH:9])=[O:8])[C:4]([OH:3])=[O:5])([CH3:16])[CH3:12], predict the reactants needed to synthesize it. The reactants are: CC1(C)[O:9][C:7](=[O:8])[CH2:6][C:4](=[O:5])[O:3]1.[C:11]1(C)[CH:16]=CC=C[CH:12]=1.